Dataset: NCI-60 drug combinations with 297,098 pairs across 59 cell lines. Task: Regression. Given two drug SMILES strings and cell line genomic features, predict the synergy score measuring deviation from expected non-interaction effect. (1) Drug 1: CC1=C2C(C(=O)C3(C(CC4C(C3C(C(C2(C)C)(CC1OC(=O)C(C(C5=CC=CC=C5)NC(=O)OC(C)(C)C)O)O)OC(=O)C6=CC=CC=C6)(CO4)OC(=O)C)O)C)O. Drug 2: CN(C(=O)NC(C=O)C(C(C(CO)O)O)O)N=O. Cell line: HCT116. Synergy scores: CSS=2.91, Synergy_ZIP=2.25, Synergy_Bliss=-5.65, Synergy_Loewe=3.12, Synergy_HSA=-4.69. (2) Drug 1: C1C(C(OC1N2C=C(C(=O)NC2=O)F)CO)O. Drug 2: COC1=C2C(=CC3=C1OC=C3)C=CC(=O)O2. Cell line: NCI/ADR-RES. Synergy scores: CSS=4.74, Synergy_ZIP=1.26, Synergy_Bliss=6.82, Synergy_Loewe=-6.91, Synergy_HSA=4.66. (3) Drug 1: CC(C1=C(C=CC(=C1Cl)F)Cl)OC2=C(N=CC(=C2)C3=CN(N=C3)C4CCNCC4)N. Drug 2: CN(C(=O)NC(C=O)C(C(C(CO)O)O)O)N=O. Cell line: SF-539. Synergy scores: CSS=0.815, Synergy_ZIP=-1.13, Synergy_Bliss=-1.59, Synergy_Loewe=-2.34, Synergy_HSA=-1.43. (4) Drug 1: CC12CCC(CC1=CCC3C2CCC4(C3CC=C4C5=CN=CC=C5)C)O. Drug 2: CCC1=CC2CC(C3=C(CN(C2)C1)C4=CC=CC=C4N3)(C5=C(C=C6C(=C5)C78CCN9C7C(C=CC9)(C(C(C8N6C)(C(=O)OC)O)OC(=O)C)CC)OC)C(=O)OC.C(C(C(=O)O)O)(C(=O)O)O. Cell line: HOP-92. Synergy scores: CSS=42.0, Synergy_ZIP=9.22, Synergy_Bliss=7.39, Synergy_Loewe=-12.0, Synergy_HSA=8.73. (5) Drug 1: CC1=C2C(C(=O)C3(C(CC4C(C3C(C(C2(C)C)(CC1OC(=O)C(C(C5=CC=CC=C5)NC(=O)C6=CC=CC=C6)O)O)OC(=O)C7=CC=CC=C7)(CO4)OC(=O)C)O)C)OC(=O)C. Drug 2: CC1CCC2CC(C(=CC=CC=CC(CC(C(=O)C(C(C(=CC(C(=O)CC(OC(=O)C3CCCCN3C(=O)C(=O)C1(O2)O)C(C)CC4CCC(C(C4)OC)OCCO)C)C)O)OC)C)C)C)OC. Cell line: OVCAR-5. Synergy scores: CSS=15.6, Synergy_ZIP=-0.495, Synergy_Bliss=-0.817, Synergy_Loewe=-0.462, Synergy_HSA=1.69. (6) Drug 1: CC1=C(C(=O)C2=C(C1=O)N3CC4C(C3(C2COC(=O)N)OC)N4)N. Drug 2: CC12CCC3C(C1CCC2OP(=O)(O)O)CCC4=C3C=CC(=C4)OC(=O)N(CCCl)CCCl.[Na+]. Cell line: SR. Synergy scores: CSS=52.1, Synergy_ZIP=2.62, Synergy_Bliss=2.57, Synergy_Loewe=-6.34, Synergy_HSA=3.49. (7) Drug 1: COC1=C(C=C2C(=C1)N=CN=C2NC3=CC(=C(C=C3)F)Cl)OCCCN4CCOCC4. Drug 2: N.N.Cl[Pt+2]Cl. Cell line: NCIH23. Synergy scores: CSS=20.5, Synergy_ZIP=-2.73, Synergy_Bliss=2.69, Synergy_Loewe=-1.05, Synergy_HSA=2.48.